Dataset: Full USPTO retrosynthesis dataset with 1.9M reactions from patents (1976-2016). Task: Predict the reactants needed to synthesize the given product. (1) Given the product [Cl:1][C:2]1[CH:7]=[CH:6][N:5]=[C:4]([CH:8]([CH2:15][CH3:16])[C:9]#[N:10])[C:3]=1[O:11][CH3:12], predict the reactants needed to synthesize it. The reactants are: [Cl:1][C:2]1[CH:7]=[CH:6][N:5]=[C:4]([CH2:8][C:9]#[N:10])[C:3]=1[O:11][CH3:12].[H-].[Na+].[CH2:15](I)[CH3:16]. (2) The reactants are: [Br:1][C:2]1[CH:17]=[CH:16][C:5]([O:6][C:7]2[C:13]([F:14])=[CH:12][C:10]([NH2:11])=[C:9]([CH3:15])[CH:8]=2)=[C:4]([F:18])[CH:3]=1.F[B-](F)(F)F.[H+].[N:25]([O-])=O.[Na+].CC([O-])=O.[K+].C1OCCOCCOCCOCCOCCOC1. Given the product [Br:1][C:2]1[CH:17]=[CH:16][C:5]([O:6][C:7]2[CH:8]=[C:9]3[C:10](=[CH:12][C:13]=2[F:14])[NH:11][N:25]=[CH:15]3)=[C:4]([F:18])[CH:3]=1, predict the reactants needed to synthesize it.